The task is: Predict the reactants needed to synthesize the given product.. This data is from Full USPTO retrosynthesis dataset with 1.9M reactions from patents (1976-2016). (1) Given the product [O:14]=[C:11]1[CH2:10][CH2:9][CH:8]([NH:7][C:6](=[O:15])[O:5][C:1]([CH3:3])([CH3:2])[CH3:4])[CH2:13][CH2:12]1, predict the reactants needed to synthesize it. The reactants are: [C:1]([O:5][C:6](=[O:15])[NH:7][CH:8]1[CH2:13][CH2:12][CH:11]([OH:14])[CH2:10][CH2:9]1)([CH3:4])([CH3:3])[CH3:2].C1C=C[NH+]=CC=1.[O-][Cr](Cl)(=O)=O. (2) The reactants are: Cl[C:2]1[CH:7]=[CH:6][C:5]([CH:8]([C:26]2[CH:31]=[CH:30][C:29]([Cl:32])=[CH:28][CH:27]=2)[N:9]2[CH2:12][CH:11]([CH:13]([C:18]3[CH:23]=[C:22]([F:24])[CH:21]=[C:20]([F:25])[CH:19]=3)[C:14]([CH3:17])([OH:16])[CH3:15])[CH2:10]2)=[CH:4][CH:3]=1.[OH-].[Na+].C([O-])(O)=O.[Na+].C(Cl)[Cl:41]. Given the product [Cl:41][C:7]1[CH:6]=[C:5]([CH:8]([C:26]2[CH:31]=[CH:30][C:29]([Cl:32])=[CH:28][CH:27]=2)[N:9]2[CH2:12][CH:11]([CH:13]([C:18]3[CH:23]=[C:22]([F:24])[CH:21]=[C:20]([F:25])[CH:19]=3)[C:14]([CH3:15])([OH:16])[CH3:17])[CH2:10]2)[CH:4]=[CH:3][CH:2]=1, predict the reactants needed to synthesize it.